This data is from Forward reaction prediction with 1.9M reactions from USPTO patents (1976-2016). The task is: Predict the product of the given reaction. (1) Given the reactants C[O:2][C:3](=[O:28])[C:4]1[CH:9]=[C:8]([N:10]([C:12]2[CH:17]=[CH:16][C:15]([Cl:18])=[CH:14][CH:13]=2)[CH3:11])[CH:7]=[CH:6][C:5]=1[C:19](=[O:27])[C:20]1[CH:25]=[CH:24][C:23]([NH2:26])=[CH:22][CH:21]=1.COC(=O)C1C=C(NC2C=CC(Cl)=CC=2)C=CC=1C(=O)C1C=CC(N)=CC=1.NC1C=CC=CC=1.[F:63][C:64]([F:77])([F:76])[O:65][C:66]1[CH:71]=[CH:70][C:69]([S:72](Cl)(=[O:74])=[O:73])=[CH:68][CH:67]=1, predict the reaction product. The product is: [Cl:18][C:15]1[CH:16]=[CH:17][C:12]([N:10]([CH3:11])[C:8]2[CH:7]=[CH:6][C:5]([C:19](=[O:27])[C:20]3[CH:21]=[CH:22][C:23]([NH:26][S:72]([C:69]4[CH:68]=[CH:67][C:66]([O:65][C:64]([F:63])([F:76])[F:77])=[CH:71][CH:70]=4)(=[O:74])=[O:73])=[CH:24][CH:25]=3)=[C:4]([CH:9]=2)[C:3]([OH:2])=[O:28])=[CH:13][CH:14]=1. (2) Given the reactants [Br:1][C:2]1[CH:3]=[C:4]2[C:9](=[CH:10][C:11]=1[Cl:12])[N:8]=[CH:7][N:6]=[C:5]2[N:13]1[CH2:18][CH2:17][N:16]([C:19]([O:21][C:22]([CH3:25])([CH3:24])[CH3:23])=[O:20])[CH:15]([C:26]([O:28]C)=[O:27])[CH2:14]1.O[Li].O, predict the reaction product. The product is: [C:22]([O:21][C:19]([N:16]1[CH2:17][CH2:18][N:13]([C:5]2[C:4]3[C:9](=[CH:10][C:11]([Cl:12])=[C:2]([Br:1])[CH:3]=3)[N:8]=[CH:7][N:6]=2)[CH2:14][CH:15]1[C:26]([OH:28])=[O:27])=[O:20])([CH3:25])([CH3:23])[CH3:24]. (3) The product is: [Cl:2][C:3]1[CH:4]=[CH:5][C:6]([CH2:9][CH2:10][CH2:11][NH:12][C@H:23]2[CH2:24][CH2:25][C@H:20]([C:27]3[CH:36]=[CH:35][C:30]4[NH:31][C:32](=[O:34])[O:33][C:29]=4[CH:28]=3)[CH2:21][CH2:22]2)=[CH:7][CH:8]=1. Given the reactants Cl.[Cl:2][C:3]1[CH:8]=[CH:7][C:6]([CH2:9][CH2:10][CH2:11][NH2:12])=[CH:5][CH:4]=1.CCN(CC)CC.[CH:20]1([C:27]2[CH:36]=[CH:35][C:30]3[NH:31][C:32](=[O:34])[O:33][C:29]=3[CH:28]=2)[CH2:25][CH2:24][C:23](=O)[CH2:22][CH2:21]1.[BH4-].[Na+], predict the reaction product. (4) Given the reactants [C:1]([O:5][C:6]([N:8]1[CH2:13][CH2:12][C:11](=[O:14])[CH2:10][CH:9]1[CH3:15])=[O:7])([CH3:4])([CH3:3])[CH3:2].[C:16]([O:20]C(N1CCC2(OCCO2)CC1)=O)(C)(C)[CH3:17].[Li]C(CC)C.CI, predict the reaction product. The product is: [C:1]([O:5][C:6]([N:8]1[CH2:13][CH2:12][C:11]2([O:20][CH2:16][CH2:17][O:14]2)[CH2:10][CH:9]1[CH3:15])=[O:7])([CH3:4])([CH3:2])[CH3:3]. (5) Given the reactants [CH:1]([P:3](=[O:6])([OH:5])[OH:4])=[CH2:2].[C:7]([NH2:11])(=[O:10])[CH:8]=[CH2:9].CC(N=NC(C#N)(C)C)(C#N)C, predict the reaction product. The product is: [CH:1]([P:3](=[O:4])([OH:6])[OH:5])=[CH2:2].[C:7]([NH2:11])(=[O:10])[CH:8]=[CH2:9]. (6) Given the reactants [CH:1]1[C:11]2[CH2:10][CH2:9][C:8]3[CH:12]=[CH:13][CH:14]=[CH:15][C:7]=3[C:6](=[CH:16][C:17]3[CH:22]=[CH:21][C:20]([NH2:23])=[CH:19][CH:18]=3)[C:5]=2[CH:4]=[CH:3][CH:2]=1.[CH2:24]([S:27](Cl)(=[O:29])=[O:28])[CH2:25][CH3:26], predict the reaction product. The product is: [CH:1]1[C:11]2[CH2:10][CH2:9][C:8]3[CH:12]=[CH:13][CH:14]=[CH:15][C:7]=3[C:6](=[CH:16][C:17]3[CH:22]=[CH:21][C:20]([NH:23][S:27]([CH2:24][CH2:25][CH3:26])(=[O:29])=[O:28])=[CH:19][CH:18]=3)[C:5]=2[CH:4]=[CH:3][CH:2]=1.